Dataset: Full USPTO retrosynthesis dataset with 1.9M reactions from patents (1976-2016). Task: Predict the reactants needed to synthesize the given product. The reactants are: [Cl:1][C:2]1[C:10]2[NH:9][N:8]=[CH:7][C:6]=2[C:5]2[CH2:11][N:12]([CH2:21][C:22]([F:25])([F:24])[F:23])[C:13](=[O:20])[C@H:14]([CH2:16][C:17](O)=[O:18])[CH2:15][C:4]=2[CH:3]=1.[NH:26]1[C:35]2[C:30](=[CH:31][CH:32]=[CH:33][CH:34]=2)[C:29]2([CH2:40][CH2:39][NH:38][CH2:37][CH2:36]2)[NH:28][C:27]1=[O:41].F[B-](F)(F)F.N1(OC(N(C)C)=[N+](C)C)C2C=CC=CC=2N=N1.C(N(CC)CC)C. Given the product [Cl:1][C:2]1[C:10]2[NH:9][N:8]=[CH:7][C:6]=2[C:5]2[CH2:11][N:12]([CH2:21][C:22]([F:24])([F:23])[F:25])[C:13](=[O:20])[C@H:14]([CH2:16][C:17](=[O:18])[N:38]3[CH2:37][CH2:36][C:29]4([C:30]5[C:35](=[CH:34][CH:33]=[CH:32][CH:31]=5)[NH:26][C:27](=[O:41])[NH:28]4)[CH2:40][CH2:39]3)[CH2:15][C:4]=2[CH:3]=1, predict the reactants needed to synthesize it.